This data is from Orexin1 receptor HTS with 218,158 compounds and 233 confirmed actives. The task is: Binary Classification. Given a drug SMILES string, predict its activity (active/inactive) in a high-throughput screening assay against a specified biological target. (1) The drug is S(Cc1nc(N(C)C)nc(n1)N)c1n(nnn1)C. The result is 0 (inactive). (2) The result is 0 (inactive). The drug is S(=O)(=O)(N1C(OCCC1)CNC(=O)C(=O)NCc1cc2OCOc2cc1)c1ccc(F)cc1. (3) The molecule is Brc1oc(C(=O)N2CCN=C2SCc2cccnc2)cc1. The result is 0 (inactive). (4) The compound is Fc1c(NC(=O)CNC(=O)Cn2cc([N+]([O-])=O)ccc2=O)ccc(F)c1F. The result is 0 (inactive). (5) The compound is S(=O)(=O)(N1CCC(CC1)C(OCC)=O)c1cc2oc(=O)[nH]c2cc1. The result is 0 (inactive). (6) The molecule is S(=O)(=O)(N1CCOCC1)c1ccc(NC(=S)Nc2cc3OCOc3cc2)cc1. The result is 0 (inactive). (7) The compound is S(c1[nH]c(CC)c(c(=O)n1)C#N)Cc1ccc(F)cc1. The result is 0 (inactive). (8) The compound is O=C(NCCCC)c1[nH]c(c(c1C)C(=O)C)C. The result is 0 (inactive). (9) The compound is S(=O)(=O)(N1CCN(CC1)Cc1c2c(oc(=O)c1)cc(O)cc2)c1cc2OCCOc2cc1. The result is 0 (inactive). (10) The compound is Clc1c(CNC(=O)CCCCCNc2nc(=S)[nH]c3c2cccc3)cccc1. The result is 0 (inactive).